From a dataset of Full USPTO retrosynthesis dataset with 1.9M reactions from patents (1976-2016). Predict the reactants needed to synthesize the given product. (1) Given the product [F:23][C:16]1[C:15]([C:2]#[C:1][Si:3]([CH3:6])([CH3:5])[CH3:4])=[CH:20][CH:19]=[CH:18][C:17]=1[CH2:21][OH:22], predict the reactants needed to synthesize it. The reactants are: [C:1]([Si:3]([CH3:6])([CH3:5])[CH3:4])#[CH:2].C(N(CC)CC)C.Br[C:15]1[C:16]([F:23])=[C:17]([CH2:21][OH:22])[CH:18]=[CH:19][CH:20]=1. (2) Given the product [C:8]([C:10]1[S:11][C:12]2[CH:18]=[C:17]([OH:19])[CH:16]=[CH:15][C:13]=2[N:14]=1)#[N:9], predict the reactants needed to synthesize it. The reactants are: Cl.N1C=CC=CC=1.[C:8]([C:10]1[S:11][C:12]2[CH:18]=[C:17]([O:19]C)[CH:16]=[CH:15][C:13]=2[N:14]=1)#[N:9]. (3) Given the product [NH2:23][C:18]1[CH:17]=[C:16]([N:7]2[CH2:8][C:9]3[CH:14]=[N:13][C:12]([Cl:15])=[CH:11][C:10]=3[N:5]([C:1]([CH3:3])([CH3:2])[CH3:4])[C:6]2=[O:26])[CH:21]=[CH:20][C:19]=1[F:22], predict the reactants needed to synthesize it. The reactants are: [C:1]([N:5]1[C:10]2[CH:11]=[C:12]([Cl:15])[N:13]=[CH:14][C:9]=2[CH2:8][N:7]([C:16]2[CH:21]=[CH:20][C:19]([F:22])=[C:18]([N+:23]([O-])=O)[CH:17]=2)[C:6]1=[O:26])([CH3:4])([CH3:3])[CH3:2].Cl. (4) Given the product [NH2:21][C:14]1[N:13]=[C:12]([NH:11][CH2:10][CH2:9][NH:8][C:5]2[N:4]=[C:3]([C:22]3[CH:27]=[CH:26][C:25]([Cl:28])=[CH:24][C:23]=3[Cl:29])[C:2]([NH:1][C:30](=[O:32])[CH3:31])=[CH:7][N:6]=2)[CH:17]=[CH:16][C:15]=1[N+:18]([O-:20])=[O:19], predict the reactants needed to synthesize it. The reactants are: [NH2:1][C:2]1[C:3]([C:22]2[CH:27]=[CH:26][C:25]([Cl:28])=[CH:24][C:23]=2[Cl:29])=[N:4][C:5]([NH:8][CH2:9][CH2:10][NH:11][C:12]2[CH:17]=[CH:16][C:15]([N+:18]([O-:20])=[O:19])=[C:14]([NH2:21])[N:13]=2)=[N:6][CH:7]=1.[C:30](OC(=O)C)(=[O:32])[CH3:31]. (5) Given the product [ClH:1].[CH2:13]([CH:12]1[C:11]2[CH:10]=[C:9]([O:20][CH2:21][CH2:22][N:23]([CH3:33])[S:24]([C:27]3[N:28]=[CH:29][N:30]([CH3:32])[CH:31]=3)(=[O:26])=[O:25])[CH:8]=[CH:7][C:6]=2[CH2:5][CH2:4][CH:3]1[N:2]1[CH2:38][CH2:37][CH2:36][CH2:35]1)[C:14]1[CH:15]=[CH:16][CH:17]=[CH:18][CH:19]=1, predict the reactants needed to synthesize it. The reactants are: [ClH:1].[NH2:2][CH:3]1[CH:12]([CH2:13][C:14]2[CH:19]=[CH:18][CH:17]=[CH:16][CH:15]=2)[C:11]2[CH:10]=[C:9]([O:20][CH2:21][CH2:22][N:23]([CH3:33])[S:24]([C:27]3[N:28]=[CH:29][N:30]([CH3:32])[CH:31]=3)(=[O:26])=[O:25])[CH:8]=[CH:7][C:6]=2[CH2:5][CH2:4]1.Br[CH2:35][CH2:36][CH2:37][CH2:38]Br.C(N(CC)CC)C.O. (6) Given the product [CH2:41]([C:23]1[CH:24]=[C:25]([C:36]2[N:37]=[CH:38][S:39][CH:40]=2)[C:26]([OH:28])=[CH:27][C:22]=1[O:21][CH2:20][CH2:19][CH2:18][O:17][C:13]1[C:12]([CH2:43][CH2:44][CH3:45])=[C:11]([CH:16]=[CH:15][CH:14]=1)[O:10][C:5]1[CH:6]=[CH:7][CH:8]=[CH:9][C:4]=1[C:3]([OH:46])=[O:2])[CH3:42], predict the reactants needed to synthesize it. The reactants are: C[O:2][C:3](=[O:46])[C:4]1[CH:9]=[CH:8][CH:7]=[CH:6][C:5]=1[O:10][C:11]1[CH:16]=[CH:15][CH:14]=[C:13]([O:17][CH2:18][CH2:19][CH2:20][O:21][C:22]2[CH:27]=[C:26]([O:28]CC3C=CC=CC=3)[C:25]([C:36]3[N:37]=[CH:38][S:39][CH:40]=3)=[CH:24][C:23]=2[CH2:41][CH3:42])[C:12]=1[CH2:43][CH2:44][CH3:45].B(F)(F)F.CCOCC.